From a dataset of Catalyst prediction with 721,799 reactions and 888 catalyst types from USPTO. Predict which catalyst facilitates the given reaction. (1) Reactant: [C:1]([CH2:3][C:4]([N:6]1[CH2:11][CH2:10][CH2:9][CH:8]([N:12]2[C:16]3[CH:17]=[CH:18][CH:19]=[CH:20][C:15]=3[N:14]=[C:13]2[NH:21][C:22]([C:24]2[S:25][C:26]([C:29]3[CH:30]=[N:31][NH:32][CH:33]=3)=[CH:27][CH:28]=2)=[O:23])[CH2:7]1)=[O:5])#[N:2].N1CCCCC1.[CH3:40][N:41]([CH3:47])[C:42]([CH3:46])([CH3:45])[CH:43]=O. Product: [C:1]([C:3](=[CH:43][C:42]([N:41]([CH3:47])[CH3:40])([CH3:46])[CH3:45])[C:4]([N:6]1[CH2:11][CH2:10][CH2:9][CH:8]([N:12]2[C:16]3[CH:17]=[CH:18][CH:19]=[CH:20][C:15]=3[N:14]=[C:13]2[NH:21][C:22]([C:24]2[S:25][C:26]([C:29]3[CH:30]=[N:31][NH:32][CH:33]=3)=[CH:27][CH:28]=2)=[O:23])[CH2:7]1)=[O:5])#[N:2]. The catalyst class is: 8. (2) Reactant: [CH3:1][O:2][C:3]([C:5]1[C:13]2[C:8](=[CH:9][CH:10]=[C:11]([NH:15][C:16](=O)[CH3:17])[C:12]=2Br)[N:7]([C:19](=[O:21])[CH3:20])[N:6]=1)=[O:4].COC1C=CC(P2(SP(C3C=CC(OC)=CC=3)(=S)S2)=[S:31])=CC=1. Product: [CH3:1][O:2][C:3]([C:5]1[C:13]2[C:12]3[S:31][C:16]([CH3:17])=[N:15][C:11]=3[CH:10]=[CH:9][C:8]=2[N:7]([C:19](=[O:21])[CH3:20])[N:6]=1)=[O:4]. The catalyst class is: 11. (3) Reactant: [CH2:1]([O:8][C:9]([CH:11]([CH2:19][CH2:20][C@H:21]([NH:29][C:30]([O:32][C:33]([CH3:36])([CH3:35])[CH3:34])=[O:31])[C:22]([O:24][C:25]([CH3:28])([CH3:27])[CH3:26])=[O:23])[C:12]([O:14][C:15]([CH3:18])([CH3:17])[CH3:16])=[O:13])=[O:10])[C:2]1[CH:7]=[CH:6][CH:5]=[CH:4][CH:3]=1.[H-].[Na+].[CH2:39]([O:46][C:47]1[CH:52]=[CH:51][C:50]([CH2:53][CH2:54]Br)=[CH:49][CH:48]=1)[C:40]1[CH:45]=[CH:44][CH:43]=[CH:42][CH:41]=1. Product: [CH2:39]([O:46][C:47]1[CH:48]=[CH:49][C:50]([CH2:53][CH2:54][C:11]([C:12]([O:14][C:15]([CH3:18])([CH3:17])[CH3:16])=[O:13])([C:9]([O:8][CH2:1][C:2]2[CH:3]=[CH:4][CH:5]=[CH:6][CH:7]=2)=[O:10])[CH2:19][CH2:20][C@H:21]([NH:29][C:30]([O:32][C:33]([CH3:36])([CH3:35])[CH3:34])=[O:31])[C:22]([O:24][C:25]([CH3:26])([CH3:27])[CH3:28])=[O:23])=[CH:51][CH:52]=1)[C:40]1[CH:41]=[CH:42][CH:43]=[CH:44][CH:45]=1. The catalyst class is: 9. (4) Product: [CH2:15]=[CH:16][CH:17]=[CH2:18].[CH3:4][C:2]([C:1]([O:6][CH3:7])=[O:5])=[CH2:3].[CH2:32]=[CH:31][C:30]1[CH:25]=[CH:26][CH:27]=[CH:28][CH:29]=1. Reactant: [C:1]([O:6][CH3:7])(=[O:5])[C:2]([CH3:4])=[CH2:3].C(OCC)(=O)C=C.[C:15]([O-])(=O)[CH2:16][CH2:17][CH2:18]CCCCCC[CH2:25][CH2:26][CH2:27][CH2:28][CH2:29][CH2:30][CH2:31][CH3:32].[K+].S(OOS([O-])(=O)=O)([O-])(=O)=O.[K+].[K+]. The catalyst class is: 6. (5) Reactant: [CH3:1][C@H:2]1[C:8]2[CH:9]=[CH:10][C:11]([C:13]([O:15][CH2:16][CH3:17])=[O:14])=[CH:12][C:7]=2[O:6][CH2:5][CH2:4][NH:3]1.CN(C(ON1N=NC2C=CC=NC1=2)=[N+](C)C)C.F[P-](F)(F)(F)(F)F.CCN(C(C)C)C(C)C.[OH:51][CH2:52][C:53]1([C:57](O)=[O:58])[CH2:56][O:55][CH2:54]1. Product: [OH:58][CH2:57][C:53]1([C:52]([N:3]2[C@@H:2]([CH3:1])[C:8]3[CH:9]=[CH:10][C:11]([C:13]([O:15][CH2:16][CH3:17])=[O:14])=[CH:12][C:7]=3[O:6][CH2:5][CH2:4]2)=[O:51])[CH2:56][O:55][CH2:54]1. The catalyst class is: 3. (6) Reactant: [CH2:1]([S:3][C:4]1[CH:11]=[CH:10][C:7]([C:8]#[N:9])=[CH:6][C:5]=1[NH:12][NH2:13])[CH3:2].[NH2:14][C:15]1[CH:23]=[C:22]([CH3:24])[C:21]([Br:25])=[CH:20][C:16]=1[C:17](O)=[O:18]. Product: [NH2:14][C:15]1[CH:23]=[C:22]([CH3:24])[C:21]([Br:25])=[CH:20][C:16]=1[C:17]([NH:13][NH:12][C:5]1[CH:6]=[C:7]([C:8]#[N:9])[CH:10]=[CH:11][C:4]=1[S:3][CH2:1][CH3:2])=[O:18]. The catalyst class is: 3. (7) Reactant: Cl[C:2]1[C:7]([C:8]#[N:9])=[C:6]([NH:10][C@@H:11]([C:14]2[O:15][C:16]([CH3:19])=[CH:17][CH:18]=2)[CH2:12][CH3:13])[N:5]=[C:4]([S:20][CH2:21][C:22]2[CH:27]=[CH:26][CH:25]=[C:24]([F:28])[C:23]=2[F:29])[N:3]=1.CC(C)([O-:33])C.[K+].C1(C)C=CC=CC=1.O. Product: [F:29][C:23]1[C:24]([F:28])=[CH:25][CH:26]=[CH:27][C:22]=1[CH2:21][S:20][C:4]1[N:3]=[C:2]([OH:33])[C:7]([C:8]#[N:9])=[C:6]([NH:10][C@@H:11]([C:14]2[O:15][C:16]([CH3:19])=[CH:17][CH:18]=2)[CH2:12][CH3:13])[N:5]=1. The catalyst class is: 52. (8) Reactant: C1(P(C2C=CC=CC=2)C2C=CC=CC=2)C=CC=CC=1.[Br:20]Br.[Cl:22][C:23]1[CH:28]=[CH:27][C:26]([CH2:29][CH:30]([O:33][CH2:34][CH3:35])[CH2:31]O)=[CH:25][CH:24]=1. Product: [Br:20][CH2:31][CH:30]([O:33][CH2:34][CH3:35])[CH2:29][C:26]1[CH:27]=[CH:28][C:23]([Cl:22])=[CH:24][CH:25]=1. The catalyst class is: 2. (9) Product: [OH:19][CH2:17][CH2:18][O:1][C:2]1[CH:9]=[CH:8][C:5]([CH:6]=[O:7])=[CH:4][CH:3]=1. The catalyst class is: 3. Reactant: [OH:1][C:2]1[CH:9]=[CH:8][C:5]([CH:6]=[O:7])=[CH:4][CH:3]=1.C([O-])([O-])=O.[K+].[K+].Br[CH:17]([OH:19])[CH3:18].O. (10) Reactant: [CH3:1][O:2][C:3](=[O:12])[CH2:4][C:5]1[CH:10]=[CH:9][C:8]([OH:11])=[CH:7][CH:6]=1.Br[CH2:14][CH2:15][CH2:16][CH3:17].C(=O)([O-])[O-].[Cs+].[Cs+].CN(C)C=O. Product: [CH3:1][O:2][C:3](=[O:12])[CH2:4][C:5]1[CH:10]=[CH:9][C:8]([O:11][CH2:14][CH2:15][CH2:16][CH3:17])=[CH:7][CH:6]=1. The catalyst class is: 6.